The task is: Predict the reactants needed to synthesize the given product.. This data is from Full USPTO retrosynthesis dataset with 1.9M reactions from patents (1976-2016). (1) Given the product [OH:1][CH2:2][C@@H:3]([NH:10][C:11]([C:13]1[NH:14][CH:15]=[C:16]([C:18](=[O:23])[C:19]([CH2:20][O:21][CH3:22])=[CH:29][N:30]([CH3:32])[CH3:31])[CH:17]=1)=[O:12])[C:4]1[CH:5]=[CH:6][CH:7]=[CH:8][CH:9]=1, predict the reactants needed to synthesize it. The reactants are: [OH:1][CH2:2][C@@H:3]([NH:10][C:11]([C:13]1[NH:14][CH:15]=[C:16]([C:18](=[O:23])[CH2:19][CH2:20][O:21][CH3:22])[CH:17]=1)=[O:12])[C:4]1[CH:9]=[CH:8][CH:7]=[CH:6][CH:5]=1.CC(O[CH:29](N(C)C)[N:30]([CH3:32])[CH3:31])(C)C. (2) Given the product [C:1]([C:3]1[C:8]2[N:9]=[C:10]([C:12]([N:14]([CH3:16])[CH3:15])=[O:13])[O:11][C:7]=2[C:6]([N:32]2[CH2:33][CH2:34][C@H:30]([N:29]([CH3:35])[CH3:28])[CH2:31]2)=[C:5]([CH:18]=[CH2:19])[C:4]=1[CH3:20])#[N:2], predict the reactants needed to synthesize it. The reactants are: [C:1]([C:3]1[C:8]2[N:9]=[C:10]([C:12]([N:14]([CH3:16])[CH3:15])=[O:13])[O:11][C:7]=2[C:6](F)=[C:5]([CH:18]=[CH2:19])[C:4]=1[CH3:20])#[N:2].C(N(CC)CC)C.[CH3:28][N:29]([CH3:35])[C@H:30]1[CH2:34][CH2:33][NH:32][CH2:31]1.C(=O)([O-])O.[Na+]. (3) Given the product [Cl:33][C:34]1[CH:39]=[CH:38][C:37]([NH:40][C:11]2[N:10]=[C:9]([NH2:8])[CH:14]=[C:13]([C:15]3[C:16]([CH3:21])=[N:17][O:18][C:19]=3[CH3:20])[N:12]=2)=[CH:36][CH:35]=1, predict the reactants needed to synthesize it. The reactants are: C(OC([N:8](C(OC(C)(C)C)=O)[C:9]1[CH:14]=[C:13]([C:15]2[C:16]([CH3:21])=[N:17][O:18][C:19]=2[CH3:20])[N:12]=[C:11](S(C)(=O)=O)[N:10]=1)=O)(C)(C)C.[Cl:33][C:34]1[CH:39]=[CH:38][C:37]([NH:40]C=O)=[CH:36][CH:35]=1.[H-].[Na+].CO. (4) Given the product [F:34][C:31]([F:32])([F:33])[C:28]1[N:26]2[N:27]=[C:22]([N:19]3[CH2:18][CH2:17][N:16]([C:13]4[CH:14]=[CH:15][C:10]([O:9][CH2:8][CH2:7][N:38]5[CH2:39][CH2:40][N:41]([C:44]([O:46][C:47]([CH3:50])([CH3:49])[CH3:48])=[O:45])[CH2:42][CH2:43]5)=[CH:11][CH:12]=4)[CH2:21][CH2:20]3)[CH:23]=[CH:24][C:25]2=[N:30][N:29]=1, predict the reactants needed to synthesize it. The reactants are: CN1C([CH2:7][CH2:8][O:9][C:10]2[CH:15]=[CH:14][C:13]([N:16]3[CH2:21][CH2:20][N:19]([C:22]4[CH2:23][CH2:24][C:25]5[N:26]([C:28]([C:31]([F:34])([F:33])[F:32])=[N:29][N:30]=5)[N:27]=4)[CH2:18][CH2:17]3)=[CH:12][CH:11]=2)=CC=N1.OCC[N:38]1[CH2:43][CH2:42][N:41]([C:44]([O:46][C:47]([CH3:50])([CH3:49])[CH3:48])=[O:45])[CH2:40][CH2:39]1. (5) Given the product [Cl:1][C:2]1[CH:7]=[CH:6][CH:5]=[C:4]([F:8])[C:3]=1[C:9]1[C:13]([NH:14][CH:31]=[O:33])=[C:12]([C:15]2[C:16]([C:27]([F:29])([F:30])[F:28])=[N:17][N:18]([C:20]3[CH:25]=[CH:24][CH:23]=[C:22]([F:26])[CH:21]=3)[CH:19]=2)[O:11][N:10]=1, predict the reactants needed to synthesize it. The reactants are: [Cl:1][C:2]1[CH:7]=[CH:6][CH:5]=[C:4]([F:8])[C:3]=1[C:9]1[C:13]([NH2:14])=[C:12]([C:15]2[C:16]([C:27]([F:30])([F:29])[F:28])=[N:17][N:18]([C:20]3[CH:25]=[CH:24][CH:23]=[C:22]([F:26])[CH:21]=3)[CH:19]=2)[O:11][N:10]=1.[C:31](O)(=[O:33])C.